The task is: Predict the reactants needed to synthesize the given product.. This data is from Full USPTO retrosynthesis dataset with 1.9M reactions from patents (1976-2016). Given the product [CH:1]1([N:7]2[C:11](=[O:12])[CH:10]([CH2:13][C:14]3[C:19]([Cl:20])=[CH:18][CH:17]=[CH:16][C:15]=3[Cl:21])[CH:9]([NH:44][C:47](=[O:32])[O:53][C:49]([CH3:52])([CH3:51])[CH3:50])[CH2:8]2)[CH2:2][CH2:3][CH2:4][CH2:5][CH2:6]1, predict the reactants needed to synthesize it. The reactants are: [CH:1]1([N:7]2[C:11](=[O:12])[CH:10]([CH2:13][C:14]3[C:19]([Cl:20])=[CH:18][CH:17]=[CH:16][C:15]=3[Cl:21])[CH:9](C(O)=O)[CH2:8]2)[CH2:6][CH2:5][CH2:4][CH2:3][CH2:2]1.C1(P(N=[N+]=[N-])(C2C=CC=CC=2)=[O:32])C=CC=CC=1.C([N:44]([CH2:47]C)CC)C.[C:49]([OH:53])([CH3:52])([CH3:51])[CH3:50].